From a dataset of Reaction yield outcomes from USPTO patents with 853,638 reactions. Predict the reaction yield, written as a fraction of the theoretical maximum amount of product (1.0 means a 100% yield; for example, 0.34 means a 34% yield). (1) The reactants are I[C:2]1[N:3](C)[N:4]=[C:5]2[CH2:11][CH2:10][CH2:9][CH2:8][CH2:7][C:6]=12.[CH:13]([Mg]Cl)(C)C.[CH2:18]([Sn:22]([CH2:28][CH2:29][CH2:30][CH3:31])([CH2:24][CH2:25][CH2:26][CH3:27])Cl)[CH2:19][CH2:20][CH3:21]. The catalyst is C1COCC1. The product is [CH3:13][N:4]1[C:5]2[CH2:11][CH2:10][CH2:9][CH2:8][CH2:7][C:6]=2[C:2]([Sn:22]([CH2:28][CH2:29][CH2:30][CH3:31])([CH2:24][CH2:25][CH2:26][CH3:27])[CH2:18][CH2:19][CH2:20][CH3:21])=[N:3]1. The yield is 0.280. (2) The reactants are [Br:1][C:2]1[CH:7]=[CH:6][C:5]([C@@H:8]([NH:10][C:11]2[CH:16]=[N:15][CH:14]=[C:13](Cl)[N:12]=2)[CH3:9])=[CH:4][CH:3]=1.[N:18]1[C:22]2[CH:23]=[CH:24][CH:25]=[CH:26][C:21]=2[NH:20][CH:19]=1. No catalyst specified. The product is [N:18]1([C:13]2[N:12]=[C:11]([NH:10][C@H:8]([C:5]3[CH:6]=[CH:7][C:2]([Br:1])=[CH:3][CH:4]=3)[CH3:9])[CH:16]=[N:15][CH:14]=2)[C:22]2[CH:23]=[CH:24][CH:25]=[CH:26][C:21]=2[N:20]=[CH:19]1. The yield is 0.420. (3) The reactants are [F:1][C:2]1[CH:7]=[CH:6][C:5]([NH:8][C:9]2[CH:10]=[N:11][N:12]([CH3:17])[C:13]=2[C:14]([OH:16])=O)=[CH:4][CH:3]=1. The catalyst is P(Cl)(Cl)(Cl)=O. The product is [F:1][C:2]1[CH:3]=[CH:4][C:5]2[NH:8][C:9]3[CH:10]=[N:11][N:12]([CH3:17])[C:13]=3[C:14](=[O:16])[C:6]=2[CH:7]=1. The yield is 0.380. (4) The reactants are [Br:1][C:2]1[CH:10]=[C:9]2[C:5]([CH:6]=[CH:7][NH:8]2)=[CH:4][CH:3]=1.[H-].[Na+].I[CH2:14][CH3:15].Cl. The catalyst is C1COCC1.O. The product is [Br:1][C:2]1[CH:10]=[C:9]2[C:5]([CH:6]=[CH:7][N:8]2[CH2:14][CH3:15])=[CH:4][CH:3]=1. The yield is 0.710. (5) The reactants are [N:1]1[CH:6]=[CH:5][CH:4]=[CH:3][C:2]=1[C:7]1[N:11]=[C:10]([C:12]2[CH:17]=[C:16]([OH:18])[CH:15]=[C:14]([C:19]#[N:20])[CH:13]=2)[O:9][N:8]=1.C(=O)([O-])[O-].[K+].[K+].I[CH:28]([CH3:30])[CH3:29]. The catalyst is CN(C)C=O.ClCCl. The product is [N:1]1[CH:6]=[CH:5][CH:4]=[CH:3][C:2]=1[C:7]1[N:11]=[C:10]([C:12]2[CH:17]=[C:16]([O:18][CH:28]([CH3:30])[CH3:29])[CH:15]=[C:14]([C:19]#[N:20])[CH:13]=2)[O:9][N:8]=1. The yield is 0.680. (6) The reactants are C[O:2][C:3]([C:5]1[N:6]=[N:7][N:8]([CH2:10][CH2:11][NH:12][C:13](=[O:26])[C:14]2[CH:19]=[CH:18][C:17]([O:20][CH3:21])=[C:16]([O:22][CH3:23])[C:15]=2[O:24][CH3:25])[CH:9]=1)=[O:4].[OH-].[Na+]. The catalyst is CO. The product is [CH3:25][O:24][C:15]1[C:16]([O:22][CH3:23])=[C:17]([O:20][CH3:21])[CH:18]=[CH:19][C:14]=1[C:13]([NH:12][CH2:11][CH2:10][N:8]1[CH:9]=[C:5]([C:3]([OH:4])=[O:2])[N:6]=[N:7]1)=[O:26]. The yield is 0.840. (7) The yield is 0.740. The product is [CH3:16][N:6]1[C:5]2[CH:12]=[CH:13][C:2]([CH3:1])=[CH:3][C:4]=2[C:9](=[O:10])[O:8][C:7]1=[O:11]. The catalyst is CN(C=O)C. The reactants are [CH3:1][C:2]1[CH:13]=[CH:12][C:5]2[NH:6][C:7](=[O:11])[O:8][C:9](=[O:10])[C:4]=2[CH:3]=1.[H-].[Na+].[CH3:16]I. (8) The reactants are [CH3:1][O:2][C:3]1[C:11]2[O:10][CH:9]([CH3:12])[CH2:8][C:7]=2[C:6]([CH3:13])=[C:5]([N:14]2[CH2:19][CH2:18][NH:17][CH2:16][CH2:15]2)[C:4]=1[CH3:20].Br[C:22]1[CH:27]=[CH:26][C:25]([O:28][CH3:29])=[C:24]([CH3:30])[CH:23]=1. No catalyst specified. The product is [CH3:29][O:28][C:25]1[CH:26]=[CH:27][C:22]([N:17]2[CH2:18][CH2:19][N:14]([C:5]3[C:4]([CH3:20])=[C:3]([O:2][CH3:1])[C:11]4[O:10][CH:9]([CH3:12])[CH2:8][C:7]=4[C:6]=3[CH3:13])[CH2:15][CH2:16]2)=[CH:23][C:24]=1[CH3:30]. The yield is 0.410.